This data is from Full USPTO retrosynthesis dataset with 1.9M reactions from patents (1976-2016). The task is: Predict the reactants needed to synthesize the given product. (1) Given the product [Br:1][C:2]1[CH:13]=[C:12]2[C:5]([CH2:6][C:7]3([CH2:9][CH2:8]3)[C:10]2=[O:23])=[CH:4][CH:3]=1, predict the reactants needed to synthesize it. The reactants are: [Br:1][C:2]1[CH:13]=[CH:12][C:5]([CH2:6][C:7]2([C:10]#N)[CH2:9][CH2:8]2)=[C:4](I)[CH:3]=1.[Li]CCCC.C1C[O:23]CC1. (2) Given the product [F:1][C:2]1[CH:7]=[C:6]([N:8]2[CH:12]=[CH:11][CH:10]=[N:9]2)[CH:5]=[CH:4][C:3]=1[N:13]1[CH:18]=[C:17]([O:19][CH3:20])[C:16](=[O:21])[C:15]([C:22]([OH:24])=[O:23])=[N:14]1, predict the reactants needed to synthesize it. The reactants are: [F:1][C:2]1[CH:7]=[C:6]([N:8]2[CH:12]=[CH:11][CH:10]=[N:9]2)[CH:5]=[CH:4][C:3]=1[N:13]1[CH:18]=[C:17]([O:19][CH3:20])[C:16](=[O:21])[C:15]([C:22]([O:24]C)=[O:23])=[N:14]1.[OH-].[Na+].Cl. (3) Given the product [CH2:6]1[C:7]2[C:12](=[CH:11][CH:10]=[CH:9][CH:8]=2)[CH2:13][CH2:14][N:5]1[CH2:3][C:2]([NH2:1])([CH3:15])[CH3:16], predict the reactants needed to synthesize it. The reactants are: [NH2:1][C:2]([CH3:16])([CH3:15])[C:3]([N:5]1[CH2:14][CH2:13][C:12]2[C:7](=[CH:8][CH:9]=[CH:10][CH:11]=2)[CH2:6]1)=O.[H-].[H-].[H-].[H-].[Li+].[Al+3]. (4) Given the product [CH3:1][C:2]1([CH3:37])[N:6]([C:7]([O:9][C:10]([CH3:11])([CH3:12])[CH3:13])=[O:8])[C@@H:5]([CH2:14][CH2:15][C:16]2[C:25]3[C:20](=[CH:21][CH:22]=[CH:23][CH:24]=3)[N:19]=[C:18]([N:26]3[CH2:32][CH2:31][CH2:30][C:29]4[CH:33]=[CH:34][CH:35]=[CH:36][C:28]=4[CH2:27]3)[CH:17]=2)[CH2:4][O:3]1, predict the reactants needed to synthesize it. The reactants are: [CH3:1][C:2]1([CH3:37])[N:6]([C:7]([O:9][C:10]([CH3:13])([CH3:12])[CH3:11])=[O:8])[C@@H:5](/[CH:14]=[CH:15]/[C:16]2[C:25]3[C:20](=[CH:21][CH:22]=[CH:23][CH:24]=3)[N:19]=[C:18]([N:26]3[CH2:32][CH2:31][CH2:30][C:29]4[CH:33]=[CH:34][CH:35]=[CH:36][C:28]=4[CH2:27]3)[CH:17]=2)[CH2:4][O:3]1. (5) Given the product [CH3:12][O:13][C:14]1[CH:19]=[C:18]([C:2]2[CH:11]=[CH:10][C:5]3[N:6]=[C:7]([CH3:9])[S:8][C:4]=3[CH:3]=2)[CH:17]=[N:16][CH:15]=1, predict the reactants needed to synthesize it. The reactants are: Br[C:2]1[CH:11]=[CH:10][C:5]2[N:6]=[C:7]([CH3:9])[S:8][C:4]=2[CH:3]=1.[CH3:12][O:13][C:14]1[CH:15]=[N:16][CH:17]=[C:18](B2OC(C)(C)C(C)(C)O2)[CH:19]=1.O1CCOCC1.[F-].[Cs+]. (6) Given the product [CH2:40]([Sn:35]([CH2:31][CH2:32][CH2:33][CH3:34])([CH2:36][CH2:37][CH2:38][CH3:39])[C:2]1[N:3]=[CH:4][N:5]([C:7]([C:20]2[CH:25]=[CH:24][CH:23]=[CH:22][CH:21]=2)([C:14]2[CH:19]=[CH:18][CH:17]=[CH:16][CH:15]=2)[C:8]2[CH:13]=[CH:12][CH:11]=[CH:10][CH:9]=2)[CH:6]=1)[CH2:41][CH2:42][CH3:43], predict the reactants needed to synthesize it. The reactants are: I[C:2]1[N:3]=[CH:4][N:5]([C:7]([C:20]2[CH:25]=[CH:24][CH:23]=[CH:22][CH:21]=2)([C:14]2[CH:19]=[CH:18][CH:17]=[CH:16][CH:15]=2)[C:8]2[CH:13]=[CH:12][CH:11]=[CH:10][CH:9]=2)[CH:6]=1.C([Mg]Br)(C)C.[CH2:31]([Sn:35](Cl)([CH2:40][CH2:41][CH2:42][CH3:43])[CH2:36][CH2:37][CH2:38][CH3:39])[CH2:32][CH2:33][CH3:34]. (7) Given the product [CH:10]1([C:13]2[CH:14]=[N:15][C:16]3[C:21]([C:22]=2[CH2:23][OH:24])=[CH:20][CH:19]=[CH:18][CH:17]=3)[CH2:12][CH2:11]1, predict the reactants needed to synthesize it. The reactants are: CC(C[AlH]CC(C)C)C.[CH:10]1([C:13]2[CH:14]=[N:15][C:16]3[C:21]([C:22]=2[C:23](OC)=[O:24])=[CH:20][CH:19]=[CH:18][CH:17]=3)[CH2:12][CH2:11]1.O.[O-]S([O-])(=O)=O.[Na+].[Na+]. (8) The reactants are: Cl.[N:2]1([CH2:8][C:9]2[C:13]3[CH:14]=[CH:15][C:16]([O:18][C:19]4[S:20][C:21]5[C:22]([N:27]=4)=[N:23][CH:24]=[CH:25][CH:26]=5)=[CH:17][C:12]=3[O:11][CH:10]=2)[CH2:7][CH2:6][NH:5][CH2:4][CH2:3]1.CCN(C(C)C)C(C)C.[CH3:37][S:38](Cl)(=[O:40])=[O:39]. Given the product [CH3:37][S:38]([N:5]1[CH2:6][CH2:7][N:2]([CH2:8][C:9]2[C:13]3[CH:14]=[CH:15][C:16]([O:18][C:19]4[S:20][C:21]5[C:22]([N:27]=4)=[N:23][CH:24]=[CH:25][CH:26]=5)=[CH:17][C:12]=3[O:11][CH:10]=2)[CH2:3][CH2:4]1)(=[O:40])=[O:39], predict the reactants needed to synthesize it.